From a dataset of Reaction yield outcomes from USPTO patents with 853,638 reactions. Predict the reaction yield, written as a fraction of the theoretical maximum amount of product (1.0 means a 100% yield; for example, 0.34 means a 34% yield). The reactants are [CH:1]1([C:6]2[O:10][N:9]=[C:8]([C:11]([O:13][CH2:14][CH3:15])=[O:12])[C:7]=2[N+:16]([O-])=O)[CH2:5][CH2:4][CH2:3][CH2:2]1. The catalyst is CO.[Ni]. The product is [NH2:16][C:7]1[C:8]([C:11]([O:13][CH2:14][CH3:15])=[O:12])=[N:9][O:10][C:6]=1[CH:1]1[CH2:5][CH2:4][CH2:3][CH2:2]1. The yield is 0.860.